Predict the reaction yield, written as a fraction of the theoretical maximum amount of product (1.0 means a 100% yield; for example, 0.34 means a 34% yield). From a dataset of Reaction yield outcomes from USPTO patents with 853,638 reactions. (1) The reactants are [NH:1]1[CH2:4][CH:3]([CH:5]2[CH2:10][CH2:9][N:8]([C:11]([C:13]3[S:14][CH:15]=[CH:16][N:17]=3)=[O:12])[CH2:7][CH2:6]2)[CH2:2]1.[Cl:18][C:19]1[C:20]2[CH:30]=[CH:29][C:28]([C:31]([F:34])([F:33])[F:32])=[CH:27][C:21]=2[S:22][C:23]=1[C:24](O)=[O:25].CCN(CC)CC.CN(C(ON1N=NC2C=CC=NC1=2)=[N+](C)C)C.F[P-](F)(F)(F)(F)F. The catalyst is C(Cl)Cl. The product is [Cl:18][C:19]1[C:20]2[CH:30]=[CH:29][C:28]([C:31]([F:32])([F:34])[F:33])=[CH:27][C:21]=2[S:22][C:23]=1[C:24]([N:1]1[CH2:2][CH:3]([CH:5]2[CH2:6][CH2:7][N:8]([C:11]([C:13]3[S:14][CH:15]=[CH:16][N:17]=3)=[O:12])[CH2:9][CH2:10]2)[CH2:4]1)=[O:25]. The yield is 0.260. (2) The reactants are [N:1]1([CH2:6][CH2:7][CH2:8][O:9][C:10]2[CH:15]=[CH:14][C:13]([C:16]3([CH2:22][NH2:23])[CH2:21][CH2:20][O:19][CH2:18][CH2:17]3)=[CH:12][CH:11]=2)[CH2:5][CH2:4][CH2:3][CH2:2]1.[CH:24]1([CH:27]=O)[CH2:26][CH2:25]1. No catalyst specified. The product is [CH:24]1([CH2:27][N:23]([CH2:27][CH:24]2[CH2:26][CH2:25]2)[CH2:22][C:16]2([C:13]3[CH:14]=[CH:15][C:10]([O:9][CH2:8][CH2:7][CH2:6][N:1]4[CH2:5][CH2:4][CH2:3][CH2:2]4)=[CH:11][CH:12]=3)[CH2:17][CH2:18][O:19][CH2:20][CH2:21]2)[CH2:26][CH2:25]1. The yield is 0.510. (3) The reactants are C(Cl)CCl.C1C=CC2N(O)N=[N:11]C=2C=1.[N:15]1([CH2:21][C:22]([OH:24])=O)[CH2:20][CH2:19][O:18][CH2:17][CH2:16]1.C(N(CC)CC)C. The catalyst is CN(C=O)C. The product is [N:15]1([CH2:21][C:22]([NH2:11])=[O:24])[CH2:20][CH2:19][O:18][CH2:17][CH2:16]1. The yield is 0.330. (4) The reactants are [Br:1][C:2]1[C:3](Cl)=[N:4][C:5]([CH3:11])=[C:6]([N+:8]([O-:10])=[O:9])[CH:7]=1.[NH:13]1[CH2:18][CH2:17][O:16][CH2:15][CH2:14]1.CCN(C(C)C)C(C)C. The catalyst is C(Cl)Cl. The product is [Br:1][C:2]1[C:3]([N:13]2[CH2:18][CH2:17][O:16][CH2:15][CH2:14]2)=[N:4][C:5]([CH3:11])=[C:6]([N+:8]([O-:10])=[O:9])[CH:7]=1. The yield is 0.920. (5) The catalyst is C=Cl.[O-2].[O-2].[Mn+4]. The reactants are [CH2:1]([N:8]([CH2:20][C:21]1[CH:26]=[CH:25][CH:24]=[CH:23][CH:22]=1)[C:9]1[N:10]=[CH:11][CH:12]=[C:13]2[CH:17]=[C:16]([CH2:18][OH:19])[NH:15][C:14]=12)[C:2]1[CH:7]=[CH:6][CH:5]=[CH:4][CH:3]=1. The product is [CH2:20]([N:8]([CH2:1][C:2]1[CH:7]=[CH:6][CH:5]=[CH:4][CH:3]=1)[C:9]1[N:10]=[CH:11][CH:12]=[C:13]2[CH:17]=[C:16]([CH:18]=[O:19])[NH:15][C:14]=12)[C:21]1[CH:22]=[CH:23][CH:24]=[CH:25][CH:26]=1. The yield is 0.600. (6) The reactants are [NH2:1][C:2]1[N:7]=[CH:6][N:5]=[C:4]2[N:8]([CH2:13][C:14]3[N:15]([C:26]4[CH:31]=[CH:30][CH:29]=[CH:28][C:27]=4[CH3:32])[C:16](=[O:25])[C:17]4[C:22]([CH:23]=3)=[CH:21][CH:20]=[CH:19][C:18]=4[CH3:24])[N:9]=[C:10]([CH2:11]O)[C:3]=12.C(N(S(F)(F)[F:39])CC)C. The catalyst is C(Cl)Cl. The product is [NH2:1][C:2]1[N:7]=[CH:6][N:5]=[C:4]2[N:8]([CH2:13][C:14]3[N:15]([C:26]4[CH:31]=[CH:30][CH:29]=[CH:28][C:27]=4[CH3:32])[C:16](=[O:25])[C:17]4[C:22]([CH:23]=3)=[CH:21][CH:20]=[CH:19][C:18]=4[CH3:24])[N:9]=[C:10]([CH2:11][F:39])[C:3]=12. The yield is 0.200.